Dataset: NCI-60 drug combinations with 297,098 pairs across 59 cell lines. Task: Regression. Given two drug SMILES strings and cell line genomic features, predict the synergy score measuring deviation from expected non-interaction effect. (1) Drug 1: CC12CCC(CC1=CCC3C2CCC4(C3CC=C4C5=CN=CC=C5)C)O. Drug 2: C1=NC2=C(N1)C(=S)N=C(N2)N. Cell line: LOX IMVI. Synergy scores: CSS=47.1, Synergy_ZIP=1.75, Synergy_Bliss=-2.01, Synergy_Loewe=-1.68, Synergy_HSA=1.10. (2) Drug 1: CCN(CC)CCNC(=O)C1=C(NC(=C1C)C=C2C3=C(C=CC(=C3)F)NC2=O)C. Drug 2: C1CC(=O)NC(=O)C1N2C(=O)C3=CC=CC=C3C2=O. Cell line: UO-31. Synergy scores: CSS=-6.10, Synergy_ZIP=3.21, Synergy_Bliss=-0.769, Synergy_Loewe=-3.11, Synergy_HSA=-6.01. (3) Drug 1: CS(=O)(=O)CCNCC1=CC=C(O1)C2=CC3=C(C=C2)N=CN=C3NC4=CC(=C(C=C4)OCC5=CC(=CC=C5)F)Cl. Drug 2: C1C(C(OC1N2C=NC(=NC2=O)N)CO)O. Cell line: U251. Synergy scores: CSS=-1.92, Synergy_ZIP=0.156, Synergy_Bliss=-0.290, Synergy_Loewe=-51.0, Synergy_HSA=-11.1. (4) Drug 1: CC(C1=C(C=CC(=C1Cl)F)Cl)OC2=C(N=CC(=C2)C3=CN(N=C3)C4CCNCC4)N. Drug 2: CC1=C(C(CCC1)(C)C)C=CC(=CC=CC(=CC(=O)O)C)C. Cell line: CAKI-1. Synergy scores: CSS=17.9, Synergy_ZIP=-8.29, Synergy_Bliss=-6.36, Synergy_Loewe=-1.90, Synergy_HSA=-1.78. (5) Drug 1: CC1=C(C=C(C=C1)NC(=O)C2=CC=C(C=C2)CN3CCN(CC3)C)NC4=NC=CC(=N4)C5=CN=CC=C5. Drug 2: CC(C)CN1C=NC2=C1C3=CC=CC=C3N=C2N. Cell line: ACHN. Synergy scores: CSS=-2.68, Synergy_ZIP=-0.367, Synergy_Bliss=-3.95, Synergy_Loewe=-4.01, Synergy_HSA=-5.40. (6) Synergy scores: CSS=56.0, Synergy_ZIP=0.0854, Synergy_Bliss=0.970, Synergy_Loewe=1.53, Synergy_HSA=0.541. Cell line: HL-60(TB). Drug 1: CCC1(CC2CC(C3=C(CCN(C2)C1)C4=CC=CC=C4N3)(C5=C(C=C6C(=C5)C78CCN9C7C(C=CC9)(C(C(C8N6C)(C(=O)OC)O)OC(=O)C)CC)OC)C(=O)OC)O.OS(=O)(=O)O. Drug 2: CC=C1C(=O)NC(C(=O)OC2CC(=O)NC(C(=O)NC(CSSCCC=C2)C(=O)N1)C(C)C)C(C)C.